From a dataset of Catalyst prediction with 721,799 reactions and 888 catalyst types from USPTO. Predict which catalyst facilitates the given reaction. Product: [C:1]([O:5][C:6]([C:7]([NH:8][C:9](=[O:10])[O:11][C:12]([CH3:13])([CH3:14])[CH3:15])=[CH:32][C:28]1[N:29]=[CH:30][O:31][C:27]=1[C:23]([CH3:26])([CH3:25])[CH3:24])=[O:22])([CH3:2])([CH3:3])[CH3:4]. The catalyst class is: 3. Reactant: [C:1]([O:5][C:6](=[O:22])[CH:7](P(OC)(OC)=O)[NH:8][C:9]([O:11][C:12]([CH3:15])([CH3:14])[CH3:13])=[O:10])([CH3:4])([CH3:3])[CH3:2].[C:23]([C:27]1[O:31][CH:30]=[N:29][C:28]=1[CH:32]=O)([CH3:26])([CH3:25])[CH3:24].C([O-])([O-])=O.[Cs+].[Cs+].